Dataset: Reaction yield outcomes from USPTO patents with 853,638 reactions. Task: Predict the reaction yield, written as a fraction of the theoretical maximum amount of product (1.0 means a 100% yield; for example, 0.34 means a 34% yield). (1) The reactants are [Cl:1][C:2]1[CH:3]=[C:4]([C:12]2[S:16][C:15]([N:17]3[C:33]([CH3:34])=[C:20]4[CH2:21][N:22]([CH:25]5[CH2:30][O:29]C(C)(C)[O:27][CH2:26]5)[CH2:23][CH2:24][C:19]4=[N:18]3)=[N:14][N:13]=2)[CH:5]=[CH:6][C:7]=1[O:8][CH:9]([CH3:11])[CH3:10].Cl. The catalyst is O1CCCC1. The product is [ClH:1].[Cl:1][C:2]1[CH:3]=[C:4]([C:12]2[S:16][C:15]([N:17]3[C:33]([CH3:34])=[C:20]4[CH2:21][N:22]([CH:25]([CH2:30][OH:29])[CH2:26][OH:27])[CH2:23][CH2:24][C:19]4=[N:18]3)=[N:14][N:13]=2)[CH:5]=[CH:6][C:7]=1[O:8][CH:9]([CH3:10])[CH3:11]. The yield is 0.920. (2) The reactants are [CH3:1][CH2:2][Mg+].[Br-].Br[C:6]1[CH:15]=[C:14]([CH3:16])[CH:13]=[CH:12][C:7]=1[C:8]([O:10][CH3:11])=[O:9]. The catalyst is C1COCC1.[Zn+2].[Br-].[Br-].C1C=CC(P(C2C=CC=CC=2)[C-]2C=CC=C2)=CC=1.C1C=CC(P(C2C=CC=CC=2)[C-]2C=CC=C2)=CC=1.Cl[Pd]Cl.[Fe+2]. The product is [CH2:1]([C:6]1[CH:15]=[C:14]([CH3:16])[CH:13]=[CH:12][C:7]=1[C:8]([O:10][CH3:11])=[O:9])[CH3:2]. The yield is 0.720. (3) The yield is 0.130. The reactants are [Br:1][C:2]1[C:14](=[O:15])[N:13]([CH:16]2[CH2:20][CH2:19][CH2:18][CH2:17]2)[C:5]2[N:6]=[C:7](S(C)=O)[N:8]=[CH:9][C:4]=2[C:3]=1[CH3:21].[C:22]([O:26][C:27]([N:29]1[CH2:34][CH2:33][N:32]([C:35]2[CH:36]=[N:37][C:38]([NH2:41])=[CH:39][CH:40]=2)[CH2:31][CH2:30]1)=[O:28])([CH3:25])([CH3:24])[CH3:23]. The product is [C:22]([O:26][C:27]([N:29]1[CH2:34][CH2:33][N:32]([C:35]2[CH:36]=[N:37][C:38]([NH:41][C:7]3[N:8]=[CH:9][C:4]4[C:3]([CH3:21])=[C:2]([Br:1])[C:14](=[O:15])[N:13]([CH:16]5[CH2:20][CH2:19][CH2:18][CH2:17]5)[C:5]=4[N:6]=3)=[CH:39][CH:40]=2)[CH2:31][CH2:30]1)=[O:28])([CH3:25])([CH3:23])[CH3:24]. The catalyst is C1(C)C=CC=CC=1.C(Cl)Cl. (4) The yield is 0.970. The catalyst is C1COCC1. The product is [Br:1][C:2]1[CH:7]=[CH:6][C:5]([NH:16][C:12]([CH3:15])([CH3:14])[CH3:13])=[C:4]([N+:9]([O-:11])=[O:10])[CH:3]=1. The reactants are [Br:1][C:2]1[CH:7]=[CH:6][C:5](F)=[C:4]([N+:9]([O-:11])=[O:10])[CH:3]=1.[C:12]([NH2:16])([CH3:15])([CH3:14])[CH3:13]. (5) The reactants are Cl[C:2]1[N:7]=[C:6]2[NH:8][C:9]([C:11]3[S:12][C:13]4[C:19]([N:20]5[CH2:25][CH2:24][O:23][CH2:22][CH2:21]5)=[CH:18][CH:17]=[C:16]([O:26][CH3:27])[C:14]=4[N:15]=3)=[N:10][C:5]2=[CH:4][CH:3]=1.[CH3:28][NH:29][CH3:30]. No catalyst specified. The product is [CH3:27][O:26][C:16]1[C:14]2[N:15]=[C:11]([C:9]3[NH:8][C:6]4=[N:7][C:2]([N:29]([CH3:30])[CH3:28])=[CH:3][CH:4]=[C:5]4[N:10]=3)[S:12][C:13]=2[C:19]([N:20]2[CH2:25][CH2:24][O:23][CH2:22][CH2:21]2)=[CH:18][CH:17]=1. The yield is 0.290. (6) The reactants are [Li]CCCC.[Cl:6][C:7]1[C:8]2[CH:15]=[CH:14][N:13]([C:16]([CH3:21])([CH2:19][OH:20])[CH2:17]O)[C:9]=2[N:10]=[CH:11][N:12]=1.S(Cl)(C1C=CC(C)=CC=1)(=O)=O. The catalyst is CCCCCC.C1COCC1. The product is [Cl:6][C:7]1[C:8]2[CH:15]=[CH:14][N:13]([C:16]3([CH3:21])[CH2:19][O:20][CH2:17]3)[C:9]=2[N:10]=[CH:11][N:12]=1. The yield is 0.550.